From a dataset of Catalyst prediction with 721,799 reactions and 888 catalyst types from USPTO. Predict which catalyst facilitates the given reaction. Reactant: C(OC([N:8]([CH2:25][C@H:26]1[CH2:35][CH2:34][C:33]2[C:28](=[CH:29][CH:30]=[C:31]([C:36]3[CH:45]=[CH:44][CH:43]=[CH:42][C:37]=3[C:38]([O:40][CH3:41])=[O:39])[CH:32]=2)[O:27]1)[CH2:9][C@H:10]([O:17][Si](C(C)(C)C)(C)C)[C:11]1[CH:12]=[N:13][CH:14]=[CH:15][CH:16]=1)=O)(C)(C)C.Cl. Product: [OH:17][C@H:10]([C:11]1[CH:12]=[N:13][CH:14]=[CH:15][CH:16]=1)[CH2:9][NH:8][CH2:25][C@H:26]1[CH2:35][CH2:34][C:33]2[C:28](=[CH:29][CH:30]=[C:31]([C:36]3[CH:45]=[CH:44][CH:43]=[CH:42][C:37]=3[C:38]([O:40][CH3:41])=[O:39])[CH:32]=2)[O:27]1. The catalyst class is: 71.